This data is from Forward reaction prediction with 1.9M reactions from USPTO patents (1976-2016). The task is: Predict the product of the given reaction. (1) Given the reactants Cl.FC1C=C(C=CC=1)CN1C=C(C2C3C(=NC=C(C4C=CC(C5CCNCC5)=CC=4)C=3)N(S(C3C=CC(C)=CC=3)(=O)=O)C=2)C=N1.[F:46][C:47]1[CH:52]=[C:51]([C:53]2[CH:54]=[C:55]3[C:61]([C:62]4[CH:63]=[N:64][N:65]([CH2:67][C:68]5[CH:73]=[CH:72][CH:71]=[C:70]([F:74])[CH:69]=5)[CH:66]=4)=[CH:60][N:59](S(C4C=CC(C)=CC=4)(=O)=O)[C:56]3=[N:57][CH:58]=2)[CH:50]=[CH:49][C:48]=1[N:85]1[CH2:90][CH2:89][N:88]([C:91]([O:93][C:94]([CH3:97])([CH3:96])[CH3:95])=[O:92])[CH2:87][CH2:86]1.[OH-].[Li+], predict the reaction product. The product is: [F:46][C:47]1[CH:52]=[C:51]([C:53]2[CH:54]=[C:55]3[C:61]([C:62]4[CH:63]=[N:64][N:65]([CH2:67][C:68]5[CH:73]=[CH:72][CH:71]=[C:70]([F:74])[CH:69]=5)[CH:66]=4)=[CH:60][NH:59][C:56]3=[N:57][CH:58]=2)[CH:50]=[CH:49][C:48]=1[N:85]1[CH2:86][CH2:87][N:88]([C:91]([O:93][C:94]([CH3:97])([CH3:96])[CH3:95])=[O:92])[CH2:89][CH2:90]1. (2) Given the reactants Cl[C:2]1[N:10]=[CH:9][N:8]=[C:7]2[C:3]=1[N:4]=[C:5]([C:18]1[CH:23]=[CH:22][C:21]([Cl:24])=[CH:20][C:19]=1[Cl:25])[N:6]2[C:11]1[CH:16]=[CH:15][C:14]([Cl:17])=[CH:13][CH:12]=1.[CH3:26][C:27]([CH3:30])([O-:29])[CH3:28].[K+], predict the reaction product. The product is: [C:27]([O:29][C:2]1[N:10]=[CH:9][N:8]=[C:7]2[C:3]=1[N:4]=[C:5]([C:18]1[CH:23]=[CH:22][C:21]([Cl:24])=[CH:20][C:19]=1[Cl:25])[N:6]2[C:11]1[CH:12]=[CH:13][C:14]([Cl:17])=[CH:15][CH:16]=1)([CH3:30])([CH3:28])[CH3:26]. (3) Given the reactants [CH3:1][C:2]1[CH:7]=[CH:6][C:5]([C:8]2[CH:9]=[N:10][CH:11]=[N:12][CH:13]=2)=[CH:4][C:3]=1[N+:14]([O-])=O, predict the reaction product. The product is: [NH2:14][C:3]1[CH:4]=[C:5]([C:8]2[CH:13]=[N:12][CH:11]=[N:10][CH:9]=2)[CH:6]=[CH:7][C:2]=1[CH3:1]. (4) Given the reactants [O-]P([O-])([O-])=O.[K+].[K+].[K+].Cl[C:10]1[CH:11]=[CH:12][C:13]2[N:19]3[CH2:20][C@H:16]([CH2:17][CH2:18]3)[N:15]([C:21]([NH:23][C:24]3[CH:29]=[N:28][CH:27]=[CH:26][N:25]=3)=[O:22])[C:14]=2[N:30]=1.[CH3:31][C:32]1[C:37](B(O)O)=[CH:36][CH:35]=[C:34]([CH3:41])[N:33]=1.CC(C1C=C(C(C)C)C(C2C=CC=CC=2P(C2CCCCC2)C2CCCCC2)=C(C(C)C)C=1)C, predict the reaction product. The product is: [CH3:31][C:32]1[C:37]([C:10]2[CH:11]=[CH:12][C:13]3[N:19]4[CH2:20][C@H:16]([CH2:17][CH2:18]4)[N:15]([C:21]([NH:23][C:24]4[CH:29]=[N:28][CH:27]=[CH:26][N:25]=4)=[O:22])[C:14]=3[N:30]=2)=[CH:36][CH:35]=[C:34]([CH3:41])[N:33]=1. (5) Given the reactants [CH3:1][C:2]1([CH3:9])[CH2:6][C:5](=O)[C:4](=O)[CH2:3]1.COP([CH2:16][C:17]([C:19]1[CH:20]=[N:21][N:22]([C:25]2[CH:30]=[CH:29][CH:28]=[CH:27][CH:26]=2)[C:23]=1[CH3:24])=O)(=O)OC.O.[NH2:32][NH2:33], predict the reaction product. The product is: [CH3:1][C:2]1([CH3:9])[CH2:6][C:5]2[N:32]=[N:33][C:17]([C:19]3[CH:20]=[N:21][N:22]([C:25]4[CH:30]=[CH:29][CH:28]=[CH:27][CH:26]=4)[C:23]=3[CH3:24])=[CH:16][C:4]=2[CH2:3]1. (6) Given the reactants [Br:1][C:2]1[CH:3]=[C:4]2[C:8](=[CH:9][CH:10]=1)[NH:7][C:6](=[O:11])[CH2:5]2.[CH2:12]([N:14]([CH2:33][CH3:34])[CH2:15][CH2:16][NH:17][C:18]([C:20]1[C:24]([CH:25]([CH3:27])[CH3:26])=[C:23]([CH:28]=O)[NH:22][C:21]=1[CH:30]([CH3:32])[CH3:31])=[O:19])[CH3:13], predict the reaction product. The product is: [CH2:33]([N:14]([CH2:12][CH3:13])[CH2:15][CH2:16][NH:17][C:18]([C:20]1[C:24]([CH:25]([CH3:26])[CH3:27])=[C:23]([CH:28]=[C:5]2[C:4]3[C:8](=[CH:9][CH:10]=[C:2]([Br:1])[CH:3]=3)[NH:7][C:6]2=[O:11])[NH:22][C:21]=1[CH:30]([CH3:32])[CH3:31])=[O:19])[CH3:34]. (7) Given the reactants [F:1][C:2]1[C:3]([O:25][CH2:26][CH2:27][CH2:28][N:29]([CH3:31])[CH3:30])=[CH:4][C:5]2[NH:9][C:8]([C:10]3[C:14]([N+:15]([O-])=O)=[CH:13][N:12]([CH:18]4[CH2:23][CH2:22][CH2:21][CH2:20][O:19]4)[N:11]=3)=[N:7][C:6]=2[CH:24]=1.[H][H], predict the reaction product. The product is: [CH3:31][N:29]([CH3:30])[CH2:28][CH2:27][CH2:26][O:25][C:3]1[C:2]([F:1])=[CH:24][C:6]2[N:7]=[C:8]([C:10]3[C:14]([NH2:15])=[CH:13][N:12]([CH:18]4[CH2:23][CH2:22][CH2:21][CH2:20][O:19]4)[N:11]=3)[NH:9][C:5]=2[CH:4]=1. (8) Given the reactants [NH2:1][C:2]1[N:7]=[CH:6][CH:5]=[CH:4][N:3]=1.[CH:8]1([N+:14]#[C-:15])[CH2:13][CH2:12][CH2:11][CH2:10][CH2:9]1.[N:16]1[CH:21]=[CH:20][CH:19]=[CH:18][C:17]=1[CH:22]=O.[C:24]([Cl:27])(=[O:26])[CH3:25], predict the reaction product. The product is: [Cl-:27].[C:24]([N+:1]1[C:22]([C:17]2[CH:18]=[CH:19][CH:20]=[CH:21][N:16]=2)=[C:15]([NH:14][CH:8]2[CH2:13][CH2:12][CH2:11][CH2:10][CH2:9]2)[N:3]2[CH:4]=[CH:5][CH:6]=[N:7][C:2]=12)(=[O:26])[CH3:25]. (9) Given the reactants C(=O)([O-])[O-].[Na+].[Na+].[CH2:7]([O:14][C:15]1[CH:24]=[C:23]([CH:25]2[CH2:28][CH2:27][CH2:26]2)[CH:22]=[CH:21][C:16]=1[C:17]([O:19][CH3:20])=[O:18])[C:8]1[CH:13]=[CH:12][CH:11]=[CH:10][CH:9]=1.[Br:29]Br.C(=O)(O)[O-].[Na+], predict the reaction product. The product is: [CH2:7]([O:14][C:15]1[CH:24]=[C:23]([CH:25]2[CH2:28][CH2:27][CH2:26]2)[C:22]([Br:29])=[CH:21][C:16]=1[C:17]([O:19][CH3:20])=[O:18])[C:8]1[CH:9]=[CH:10][CH:11]=[CH:12][CH:13]=1. (10) Given the reactants [CH3:1][O:2][CH2:3][CH2:4][N:5]1[CH2:11][CH2:10][C:9]2[CH:12]=[C:13]([NH2:16])[CH:14]=[CH:15][C:8]=2[CH2:7][CH2:6]1.[CH3:17][NH:18][C:19]([C:21]1[S:22][CH:23]=[C:24]([CH3:35])[C:25]=1[NH:26][C:27]1[C:32]([Cl:33])=[CH:31][N:30]=[C:29](Cl)[N:28]=1)=[O:20], predict the reaction product. The product is: [CH3:17][NH:18][C:19]([C:21]1[S:22][CH:23]=[C:24]([CH3:35])[C:25]=1[NH:26][C:27]1[C:32]([Cl:33])=[CH:31][N:30]=[C:29]([NH:16][C:13]2[CH:14]=[CH:15][C:8]3[CH2:7][CH2:6][N:5]([CH2:4][CH2:3][O:2][CH3:1])[CH2:11][CH2:10][C:9]=3[CH:12]=2)[N:28]=1)=[O:20].